Dataset: Full USPTO retrosynthesis dataset with 1.9M reactions from patents (1976-2016). Task: Predict the reactants needed to synthesize the given product. Given the product [C:12]([CH:10]([NH:16][C:19](=[O:20])[CH:18]([CH3:22])[CH3:17])[CH2:9][O:8][CH2:1][C:2]1[CH:3]=[CH:4][CH:5]=[CH:6][CH:7]=1)#[N:13], predict the reactants needed to synthesize it. The reactants are: [CH2:1]([O:8][CH2:9][CH:10]=O)[C:2]1[CH:7]=[CH:6][CH:5]=[CH:4][CH:3]=1.[C-:12]#[N:13].[Na+].[Cl-].[NH4+:16].[CH3:17][CH:18]([CH3:22])[C:19](O)=[O:20].C(Cl)CCl.